From a dataset of Reaction yield outcomes from USPTO patents with 853,638 reactions. Predict the reaction yield, written as a fraction of the theoretical maximum amount of product (1.0 means a 100% yield; for example, 0.34 means a 34% yield). (1) The yield is 0.500. The catalyst is O1CCOCC1.Cl[Pd](Cl)([P](C1C=CC=CC=1)(C1C=CC=CC=1)C1C=CC=CC=1)[P](C1C=CC=CC=1)(C1C=CC=CC=1)C1C=CC=CC=1. The reactants are [Cl:1][C:2]1[CH:7]=[CH:6][CH:5]=[C:4]([F:8])[C:3]=1[C:9]1[C:13]([C:14](Cl)=[O:15])=[C:12]([CH3:17])[O:11][N:10]=1.[F:18][C:19]([F:56])([F:55])[C:20]1[CH:21]=[C:22]([CH:48]=[C:49]([C:51]([F:54])([F:53])[F:52])[CH:50]=1)[CH2:23][N:24]1[C:28]([C:29]2[CH:34]=[CH:33][CH:32]=[CH:31][CH:30]=2)=[C:27]([Sn](CCCC)(CCCC)CCCC)[N:26]=[N:25]1. The product is [F:56][C:19]([F:18])([F:55])[C:20]1[CH:21]=[C:22]([CH:48]=[C:49]([C:51]([F:54])([F:53])[F:52])[CH:50]=1)[CH2:23][N:24]1[C:28]([C:29]2[CH:34]=[CH:33][CH:32]=[CH:31][CH:30]=2)=[C:27]([C:14]([C:13]2[C:9]([C:3]3[C:4]([F:8])=[CH:5][CH:6]=[CH:7][C:2]=3[Cl:1])=[N:10][O:11][C:12]=2[CH3:17])=[O:15])[N:26]=[N:25]1. (2) The reactants are [CH3:1][O:2][C:3]1[CH:11]=[CH:10][CH:9]=[CH:8][C:4]=1[C:5](Cl)=[O:6].O[NH:13][C:14]([CH2:16][CH2:17][CH2:18][CH2:19][C:20]([O:22][CH3:23])=[O:21])=[NH:15]. The yield is 0.330. The catalyst is N1C=CC=CC=1. The product is [CH3:1][O:2][C:3]1[CH:11]=[CH:10][CH:9]=[CH:8][C:4]=1[C:5]1[O:6][N:15]=[C:14]([CH2:16][CH2:17][CH2:18][CH2:19][C:20]([O:22][CH3:23])=[O:21])[N:13]=1.